From a dataset of Catalyst prediction with 721,799 reactions and 888 catalyst types from USPTO. Predict which catalyst facilitates the given reaction. Reactant: Cl.C([O:4][CH2:5][CH2:6][O:7][NH:8][C:9]([C:11]1[C:12]([NH:22][C:23]2[CH:28]=[CH:27][C:26]([I:29])=[CH:25][C:24]=2[F:30])=[C:13]([F:21])[C:14](=[O:20])[N:15]2[C:19]=1[CH2:18][CH2:17][CH2:16]2)=[O:10])=C.C1COCC1. Product: [OH:4][CH2:5][CH2:6][O:7][NH:8][C:9]([C:11]1[C:12]([NH:22][C:23]2[CH:28]=[CH:27][C:26]([I:29])=[CH:25][C:24]=2[F:30])=[C:13]([F:21])[C:14](=[O:20])[N:15]2[C:19]=1[CH2:18][CH2:17][CH2:16]2)=[O:10]. The catalyst class is: 14.